From a dataset of Reaction yield outcomes from USPTO patents with 853,638 reactions. Predict the reaction yield, written as a fraction of the theoretical maximum amount of product (1.0 means a 100% yield; for example, 0.34 means a 34% yield). (1) The reactants are N1C(Cl)=NC(Cl)=NC=1[Cl:3].[Cl:10][C:11]1[CH:12]=[C:13]([CH:24](O)[CH3:25])[C:14]2[O:20][CH2:19][CH2:18][NH:17][C:16](=[O:21])[C:15]=2[C:22]=1[CH3:23].CN(C)C=O. The catalyst is C(Cl)Cl. The product is [Cl:10][C:11]1[CH:12]=[C:13]([CH:24]([Cl:3])[CH3:25])[C:14]2[O:20][CH2:19][CH2:18][NH:17][C:16](=[O:21])[C:15]=2[C:22]=1[CH3:23]. The yield is 0.700. (2) The reactants are [NH2:1][C:2]1[CH:7]=[CH:6][CH:5]=[CH:4][C:3]=1[S:8]([CH:11]([CH3:13])[CH3:12])(=[O:10])=[O:9].[H-].[Na+].[Cl:16][C:17]1[N:22]=[C:21](Cl)[C:20]([C:24]([F:27])([F:26])[F:25])=[CH:19][N:18]=1. The catalyst is CN(C)C=O. The product is [Cl:16][C:17]1[N:18]=[C:19]([NH:1][C:2]2[CH:7]=[CH:6][CH:5]=[CH:4][C:3]=2[S:8]([CH:11]([CH3:13])[CH3:12])(=[O:10])=[O:9])[C:20]([C:24]([F:27])([F:25])[F:26])=[CH:21][N:22]=1. The yield is 0.0200. (3) The reactants are [CH3:1][O:2][C:3]1[CH:8]=[CH:7][C:6]([CH2:9][CH2:10][NH:11][CH:12]([C:15]2[CH:20]=[CH:19][C:18]([CH3:21])=[C:17]([CH3:22])[CH:16]=2)[CH2:13][NH2:14])=[CH:5][CH:4]=1.[C:23](N1C=CN=C1)(N1C=CN=C1)=[O:24]. The catalyst is CN(C=O)C.C(OCC)(=O)C. The product is [CH3:1][O:2][C:3]1[CH:8]=[CH:7][C:6]([CH2:9][CH2:10][N:11]2[CH:12]([C:15]3[CH:20]=[CH:19][C:18]([CH3:21])=[C:17]([CH3:22])[CH:16]=3)[CH2:13][NH:14][C:23]2=[O:24])=[CH:5][CH:4]=1. The yield is 0.650.